From a dataset of Full USPTO retrosynthesis dataset with 1.9M reactions from patents (1976-2016). Predict the reactants needed to synthesize the given product. (1) Given the product [C:1]([C:3]1([C:16]2[CH:21]=[CH:20][CH:19]=[CH:18][C:17]=2[CH2:22][CH2:23][C:24]([O:26][CH2:27][CH3:28])=[O:25])[CH2:4][CH2:5][N:6]([C:9]([O:11][C:12]([CH3:15])([CH3:14])[CH3:13])=[O:10])[CH2:7][CH2:8]1)#[N:2], predict the reactants needed to synthesize it. The reactants are: [C:1]([C:3]1([C:16]2[CH:21]=[CH:20][CH:19]=[CH:18][C:17]=2/[CH:22]=[CH:23]/[C:24]([O:26][CH2:27][CH3:28])=[O:25])[CH2:8][CH2:7][N:6]([C:9]([O:11][C:12]([CH3:15])([CH3:14])[CH3:13])=[O:10])[CH2:5][CH2:4]1)#[N:2]. (2) Given the product [N:23]1[CH:28]=[CH:27][CH:26]=[CH:25][C:24]=1[C:29]1[N:30]=[C:4]([OH:5])[C:3]2[CH:7]=[CH:8][CH:9]=[N:10][C:2]=2[N:31]=1, predict the reactants needed to synthesize it. The reactants are: F[C:2]1[N:10]=[CH:9][CH:8]=[CH:7][C:3]=1[C:4](Cl)=[O:5].C(#N)C.C(N(C(C)C)CC)(C)C.[N:23]1[CH:28]=[CH:27][CH:26]=[CH:25][C:24]=1[C:29](=[NH:31])[NH2:30]. (3) Given the product [ClH:14].[CH3:3][CH:4]1[C:13]2[C:8](=[CH:9][CH:10]=[CH:11][CH:12]=2)[CH2:7][NH:6][CH2:5]1, predict the reactants needed to synthesize it. The reactants are: [H][H].[CH3:3][C:4]1[C:13]2[C:8](=[CH:9][CH:10]=[CH:11][CH:12]=2)[CH:7]=[N:6][CH:5]=1.[ClH:14].